This data is from Full USPTO retrosynthesis dataset with 1.9M reactions from patents (1976-2016). The task is: Predict the reactants needed to synthesize the given product. (1) Given the product [OH:1][CH:2]1[O:4][C@H:3]([CH2:2][OH:1])[C@@H:5]([O:1][C@@H:2]2[O:4][C@H:3]([CH2:5][OH:6])[C@H:2]([OH:1])[C@H:5]([OH:6])[C@H:3]2[OH:4])[C@H:5]([OH:6])[C@H:3]1[OH:4].[CH2:2]([OH:1])[C@H:3]([C@H:5]([C@@H:2]([C@@H:3]([CH2:5][OH:6])[OH:4])[OH:1])[OH:6])[OH:4], predict the reactants needed to synthesize it. The reactants are: [OH:1][CH2:2][CH:3]([CH2:5][OH:6])[OH:4]. (2) Given the product [CH:12]([C@@H:13]1[CH2:18][CH2:17][CH2:16][CH2:15][C@@H:14]1[NH:19][C:20](=[O:26])[O:21][C:22]([CH3:24])([CH3:23])[CH3:25])=[O:11], predict the reactants needed to synthesize it. The reactants are: CS(C)=O.C(Cl)(=O)C(Cl)=O.[OH:11][CH2:12][C@@H:13]1[CH2:18][CH2:17][CH2:16][CH2:15][C@@H:14]1[NH:19][C:20](=[O:26])[O:21][C:22]([CH3:25])([CH3:24])[CH3:23].C(N(CC)CC)C.